This data is from Reaction yield outcomes from USPTO patents with 853,638 reactions. The task is: Predict the reaction yield, written as a fraction of the theoretical maximum amount of product (1.0 means a 100% yield; for example, 0.34 means a 34% yield). (1) The reactants are C[Si]([N-][Si](C)(C)C)(C)C.[Na+].[NH2:11][C:12]1[N:16](C(OC(C)(C)C)=O)[N:15]=[C:14]([O:24][CH2:25][C:26]2[CH:31]=[C:30]([O:32][CH3:33])[CH:29]=[C:28]([O:34][CH3:35])[CH:27]=2)[CH:13]=1.[CH3:36][N:37]1[CH2:42][CH2:41][N:40]([C:43]2[N:44]=[CH:45][C:46]([C:49](OC)=[O:50])=[N:47][CH:48]=2)[CH2:39][CH2:38]1.[NH4+].[Cl-]. The catalyst is C1COCC1.O. The product is [CH3:33][O:32][C:30]1[CH:31]=[C:26]([CH2:25][O:24][C:14]2[CH:13]=[C:12]([NH:11][C:49]([C:46]3[CH:45]=[N:44][C:43]([N:40]4[CH2:41][CH2:42][N:37]([CH3:36])[CH2:38][CH2:39]4)=[CH:48][N:47]=3)=[O:50])[NH:16][N:15]=2)[CH:27]=[C:28]([O:34][CH3:35])[CH:29]=1. The yield is 0.450. (2) The reactants are [F:1][C:2]1[CH:10]=[C:9]([C:11]([F:14])([F:13])[F:12])[CH:8]=[CH:7][C:3]=1C(O)=O.C([N:17](CC)CC)C.C1(P(N=[N+]=[N-])(C2C=CC=CC=2)=O)C=CC=CC=1. The catalyst is CC(O)(C)C.Cl[Cu]. The product is [F:1][C:2]1[CH:10]=[C:9]([C:11]([F:14])([F:13])[F:12])[CH:8]=[CH:7][C:3]=1[NH2:17]. The yield is 0.580. (3) The reactants are C(OC[N:5]1[C:13]2[C:12](=[O:14])[N:11]([CH2:15][CH2:16][CH2:17][CH2:18][C@H:19]([OH:21])[CH3:20])[C:10](=[O:22])[N:9]([CH3:23])[C:8]=2[N:7]=[C:6]1[S:24][CH2:25][CH2:26][Cl:27])C.Cl. The catalyst is C(O)C. The product is [Cl:27][CH2:26][CH2:25][S:24][C:6]1[NH:5][C:13]2[C:12](=[O:14])[N:11]([CH2:15][CH2:16][CH2:17][CH2:18][C@H:19]([OH:21])[CH3:20])[C:10](=[O:22])[N:9]([CH3:23])[C:8]=2[N:7]=1. The yield is 0.860. (4) The reactants are [N+:1]([C:4]1[CH:22]=[CH:21][C:7]([O:8][CH2:9][C:10]2[O:14][N:13]=[C:12]([C:15]3[CH:20]=[CH:19][CH:18]=[CH:17][CH:16]=3)[N:11]=2)=[CH:6][CH:5]=1)([O-])=O.S(S([O-])=O)([O-])=O.[Na+].[Na+].C([O-])([O-])=O.[K+].[K+]. The catalyst is CO.C(Cl)Cl. The product is [NH2:1][C:4]1[CH:22]=[CH:21][C:7]([O:8][CH2:9][C:10]2[O:14][N:13]=[C:12]([C:15]3[CH:20]=[CH:19][CH:18]=[CH:17][CH:16]=3)[N:11]=2)=[CH:6][CH:5]=1. The yield is 0.510. (5) The reactants are [C:1]([O:9][CH2:10][C@@:11]1([CH3:26])[CH:17]=[CH:16][CH2:15][CH:14]([O:18]CC2C=CC=CC=2)[CH2:13][O:12]1)(=[O:8])[C:2]1[CH:7]=[CH:6][CH:5]=[CH:4][CH:3]=1. The catalyst is CO.[Pd]. The product is [C:1]([O:9][CH2:10][C@@:11]1([CH3:26])[CH2:17][CH2:16][CH2:15][CH:14]([OH:18])[CH2:13][O:12]1)(=[O:8])[C:2]1[CH:7]=[CH:6][CH:5]=[CH:4][CH:3]=1. The yield is 1.00. (6) The reactants are [Cl-].O[NH3+:3].[C:4](=[O:7])([O-])[OH:5].[Na+].CS(C)=O.[C:13]([C:17]1[CH:22]=[CH:21][C:20]([N:23]2[C:28](=[O:29])[C:27]([CH2:30][C:31]3[CH:36]=[CH:35][C:34]([C:37]4[C:38]([C:43]#[N:44])=[CH:39][CH:40]=[CH:41][CH:42]=4)=[CH:33][CH:32]=3)=[C:26]([CH2:45][CH2:46][CH3:47])[N:25]=[C:24]2[CH3:48])=[CH:19][CH:18]=1)([CH3:16])([CH3:15])[CH3:14]. The catalyst is O.C(OCC)(=O)C. The product is [C:13]([C:17]1[CH:18]=[CH:19][C:20]([N:23]2[C:28](=[O:29])[C:27]([CH2:30][C:31]3[CH:32]=[CH:33][C:34]([C:37]4[CH:42]=[CH:41][CH:40]=[CH:39][C:38]=4[C:43]4[NH:3][C:4](=[O:7])[O:5][N:44]=4)=[CH:35][CH:36]=3)=[C:26]([CH2:45][CH2:46][CH3:47])[N:25]=[C:24]2[CH3:48])=[CH:21][CH:22]=1)([CH3:16])([CH3:15])[CH3:14]. The yield is 0.720. (7) The reactants are [F:1][C:2]1[CH:21]=[CH:20][C:5]([CH2:6][NH:7][C:8](=[O:19])[C:9]2[C:14]([OH:15])=[C:13]([O:16][CH3:17])[C:12]([CH3:18])=[N:11][CH:10]=2)=[CH:4][CH:3]=1.[CH2:22](O)[C:23]1[CH:28]=[CH:27][CH:26]=[CH:25][CH:24]=1.C(P(CCCC)CCCC)CCC.N(C(OC(C)C)=O)=NC(OC(C)C)=O.C1(C)C=CC=CC=1. The catalyst is O1CCCC1. The product is [CH2:22]([O:15][C:14]1[C:9]([C:8]([NH:7][CH2:6][C:5]2[CH:4]=[CH:3][C:2]([F:1])=[CH:21][CH:20]=2)=[O:19])=[CH:10][N:11]=[C:12]([CH3:18])[C:13]=1[O:16][CH3:17])[C:23]1[CH:28]=[CH:27][CH:26]=[CH:25][CH:24]=1. The yield is 0.520.